This data is from Full USPTO retrosynthesis dataset with 1.9M reactions from patents (1976-2016). The task is: Predict the reactants needed to synthesize the given product. (1) Given the product [Cl:1][C:2]1[CH:7]=[CH:6][C:5]([N:8]2[C:9](=[O:33])[C:10]3[C:11](=[CH:12][C:13]([OH:16])=[CH:14][CH:15]=3)[N:27]=[C:28]2[C:29]([CH3:31])=[CH2:30])=[CH:4][CH:3]=1, predict the reactants needed to synthesize it. The reactants are: [Cl:1][C:2]1[CH:7]=[CH:6][C:5]([NH:8][C:9](=[O:33])[C:10]2[CH:15]=[CH:14][C:13]([O:16][Si](C(C)C)(C(C)C)C(C)C)=[CH:12][C:11]=2[NH:27][C:28](=O)[C:29]([CH3:31])=[CH2:30])=[CH:4][CH:3]=1. (2) Given the product [C:8]([O:34][CH2:33][CH:32]([NH:31][C:20]1[N:19]2[N:37]=[CH:38][N:39]=[C:18]2[N:17]=[C:16]([Cl:15])[C:21]=1[C:22]1[C:27]([F:28])=[CH:26][C:25]([F:29])=[CH:24][C:23]=1[F:30])[CH2:35][CH3:36])(=[O:10])[CH3:9], predict the reactants needed to synthesize it. The reactants are: C(N(CC)CC)C.[C:8](OC(=O)C)(=[O:10])[CH3:9].[Cl:15][C:16]1[C:21]([C:22]2[C:27]([F:28])=[CH:26][C:25]([F:29])=[CH:24][C:23]=2[F:30])=[C:20]([NH:31][CH:32]([CH2:35][CH3:36])[CH2:33][OH:34])[N:19]2[N:37]=[CH:38][N:39]=[C:18]2[N:17]=1. (3) Given the product [Br:11][C:12]1[CH:17]=[CH:16][C:15]([NH:18][C:21]2[C:26]([C:27]([OH:29])=[O:28])=[CH:25][N:24]=[C:23]([Cl:30])[C:22]=2[Cl:31])=[C:14]([Cl:19])[CH:13]=1, predict the reactants needed to synthesize it. The reactants are: [Li+].C[Si]([N-][Si](C)(C)C)(C)C.[Br:11][C:12]1[CH:17]=[CH:16][C:15]([NH2:18])=[C:14]([Cl:19])[CH:13]=1.Cl[C:21]1[C:26]([C:27]([OH:29])=[O:28])=[CH:25][N:24]=[C:23]([Cl:30])[C:22]=1[Cl:31]. (4) The reactants are: [CH3:1][O:2][C:3]1[CH:12]=[C:11]2[C:6]([C:7]([O:19][CH:20]3[CH2:37][CH:36]4[N:22]([C:23](=[O:43])[N:24]([CH3:42])[CH2:25][CH2:26][CH2:27][CH2:28][CH:29]=[CH:30][CH:31]5[C:33]([C:39](O)=[O:40])([NH:34][C:35]4=[O:38])[CH2:32]5)[CH2:21]3)=[N:8][C:9]([C:13]3[CH:18]=[CH:17][CH:16]=[CH:15][CH:14]=3)=[N:10]2)=[CH:5][C:4]=1[CH3:44].[CH:45]1([S:48]([NH2:51])(=[O:50])=[O:49])[CH2:47][CH2:46]1. Given the product [CH3:1][O:2][C:3]1[CH:12]=[C:11]2[C:6]([C:7]([O:19][CH:20]3[CH2:37][CH:36]4[N:22]([C:23](=[O:43])[N:24]([CH3:42])[CH2:25][CH2:26][CH2:27][CH2:28][CH:29]=[CH:30][CH:31]5[C:33]([C:39]([NH:51][S:48]([CH:45]6[CH2:47][CH2:46]6)(=[O:50])=[O:49])=[O:40])([NH:34][C:35]4=[O:38])[CH2:32]5)[CH2:21]3)=[N:8][C:9]([C:13]3[CH:18]=[CH:17][CH:16]=[CH:15][CH:14]=3)=[N:10]2)=[CH:5][C:4]=1[CH3:44], predict the reactants needed to synthesize it. (5) Given the product [C:14](=[O:15])([O:11][C:1]12[CH2:8][CH:7]3[CH2:6][CH:5]([CH2:4][CH:3]([CH2:9]3)[CH2:2]1)[CH2:10]2)[NH2:16], predict the reactants needed to synthesize it. The reactants are: [C:1]12([OH:11])[CH2:10][CH:5]3[CH2:6][CH:7]([CH2:9][CH:3]([CH2:4]3)[CH2:2]1)[CH2:8]2.ClC(Cl)(Cl)[C:14]([N:16]=C=O)=[O:15].CO.C(=O)([O-])[O-].[K+].[K+].